From a dataset of Forward reaction prediction with 1.9M reactions from USPTO patents (1976-2016). Predict the product of the given reaction. (1) Given the reactants [Br:1][C:2]1[CH:7]=[N:6][C:5]([Cl:8])=[C:4]2[NH:9][CH:10]=[C:11]([CH3:12])[C:3]=12.[H-].[Na+].FC(F)(F)S(O[Si:21]([C:24]([CH3:27])([CH3:26])[CH3:25])([CH3:23])[CH3:22])(=O)=O, predict the reaction product. The product is: [Br:1][C:2]1[CH:7]=[N:6][C:5]([Cl:8])=[C:4]2[N:9]([Si:21]([C:24]([CH3:27])([CH3:26])[CH3:25])([CH3:23])[CH3:22])[CH:10]=[C:11]([CH3:12])[C:3]=12. (2) The product is: [Cl:6][C:7]1[CH:12]=[CH:11][C:10]([C@@H:13]2[CH2:22][CH2:21][CH2:20][C@H:19]3[N:14]2[C:15](=[O:23])[CH:16]([I:32])[CH2:17][CH2:18]3)=[CH:9][CH:8]=1. Given the reactants I[Si](C)(C)C.[Cl:6][C:7]1[CH:12]=[CH:11][C:10]([C@@H:13]2[CH2:22][CH2:21][CH2:20][C@H:19]3[N:14]2[C:15](=[O:23])[CH2:16][CH2:17][CH2:18]3)=[CH:9][CH:8]=1.CN(C)CCN(C)C.[I:32]I.S([O-])([O-])(=O)=S.[Na+].[Na+], predict the reaction product. (3) Given the reactants [OH:1][C@@H:2]([C@H:4]1[C:34](=[O:35])[N:6]2[C:7]([C:21]([O:23][CH2:24][C:25]3[CH:30]=[CH:29][C:28]([N+:31]([O-:33])=[O:32])=[CH:27][CH:26]=3)=[O:22])=[C:8]([C:11]3[S:15][C:14]4=[C:16]([S:19][CH3:20])[N:17]=[CH:18][N:13]4[CH:12]=3)[C@H:9]([CH3:10])[C@H:5]12)[CH3:3].[F:36][C:37]([F:44])([F:43])[S:38]([O:41]C)(=[O:40])=[O:39], predict the reaction product. The product is: [F:36][C:37]([F:44])([F:43])[S:38]([O-:41])(=[O:40])=[O:39].[OH:1][C@@H:2]([C@H:4]1[C:34](=[O:35])[N:6]2[C:7]([C:21]([O:23][CH2:24][C:25]3[CH:26]=[CH:27][C:28]([N+:31]([O-:33])=[O:32])=[CH:29][CH:30]=3)=[O:22])=[C:8]([C:11]3[S:15][C:14]4=[C:16]([S:19][CH3:20])[N:17]([CH3:37])[CH:18]=[N+:13]4[CH:12]=3)[C@H:9]([CH3:10])[C@H:5]12)[CH3:3]. (4) The product is: [N+:1]([C:4]1[CH:5]=[C:6]([C:12]2[O:13][C:14]3[CH:20]=[CH:19][C:18]([C:28]4[CH:27]=[CH:26][CH:25]=[C:24]([C:22]#[N:23])[CH:29]=4)=[CH:17][C:15]=3[N:16]=2)[CH:7]=[CH:8][C:9]=1[O:10][CH3:11])([O-:3])=[O:2]. Given the reactants [N+:1]([C:4]1[CH:5]=[C:6]([C:12]2[O:13][C:14]3[CH:20]=[CH:19][C:18](Br)=[CH:17][C:15]=3[N:16]=2)[CH:7]=[CH:8][C:9]=1[O:10][CH3:11])([O-:3])=[O:2].[C:22]([C:24]1[CH:25]=[C:26](B(O)O)[CH:27]=[CH:28][CH:29]=1)#[N:23], predict the reaction product. (5) Given the reactants [C:1]1([C:7]#[C:8][CH:9](C2C=CC=CC=2)[OH:10])[CH2:6][CH2:5][CH2:4][CH2:3][CH:2]=1.C(N(CC)CC)C.CN(C1C=CC=CN=1)C.[CH:33]([SiH:36]([CH:38]([CH3:40])[CH3:39])Cl)([CH3:35])[CH3:34], predict the reaction product. The product is: [C:1]1([C:7]#[C:8][CH2:9][O:10][SiH:36]([CH:38]([CH3:40])[CH3:39])[CH:33]([CH3:35])[CH3:34])[CH2:6][CH2:5][CH2:4][CH2:3][CH:2]=1. (6) Given the reactants [OH:1][C@H:2]([CH3:25])[C@H:3]([NH:8][C:9]([C:11]1[CH:16]=[CH:15][C:14](C(C2C=CC=CC=2)=O)=[CH:13][CH:12]=1)=[O:10])[C:4]([O:6][CH3:7])=[O:5].C(OC(NCC(N[C:38]1[CH:43]=[CH:42]C(I)=[CH:40][CH:39]=1)=O)=O)(C)(C)C.CCN(CC)CC.N#N.[CH2:54]1[CH2:58][O:57][CH2:56][CH2:55]1, predict the reaction product. The product is: [CH3:7][O:6][C:4](=[O:5])[C@@H:3]([NH:8][C:9](=[O:10])[C:11]1[CH:16]=[CH:15][C:14]([C:42]#[C:43][C:38]2[CH:56]=[CH:55][C:54]([CH:58]=[O:57])=[CH:40][CH:39]=2)=[CH:13][CH:12]=1)[C@H:2]([OH:1])[CH3:25]. (7) Given the reactants C(OC(=O)[NH:7][CH2:8][CH2:9][C@@H:10]([OH:15])[C:11]([CH3:14])([CH3:13])[CH3:12])(C)(C)C.Cl, predict the reaction product. The product is: [NH2:7][CH2:8][CH2:9][C@@H:10]([OH:15])[C:11]([CH3:14])([CH3:13])[CH3:12].